The task is: Predict the reactants needed to synthesize the given product.. This data is from Full USPTO retrosynthesis dataset with 1.9M reactions from patents (1976-2016). (1) Given the product [Cl:17][C:18]1[N:19]=[C:20]([O:3][C@@H:4]2[CH2:9][CH2:8][CH2:7][N:6]([C:10]([O:12][C:13]([CH3:16])([CH3:15])[CH3:14])=[O:11])[CH2:5]2)[CH:21]=[N:22][CH:23]=1, predict the reactants needed to synthesize it. The reactants are: [H-].[Na+].[OH:3][C@@H:4]1[CH2:9][CH2:8][CH2:7][N:6]([C:10]([O:12][C:13]([CH3:16])([CH3:15])[CH3:14])=[O:11])[CH2:5]1.[Cl:17][C:18]1[CH:23]=[N:22][CH:21]=[C:20](Cl)[N:19]=1. (2) The reactants are: [CH:1]1([S:4][CH2:5][CH2:6][CH2:7][OH:8])[CH2:3][CH2:2]1.C(Br)(Br)(Br)[Br:10].[C:14]1([P:20]([C:27]2[CH:32]=[CH:31][CH:30]=[CH:29][CH:28]=2)[C:21]2[CH:26]=[CH:25][CH:24]=[CH:23][CH:22]=2)[CH:19]=[CH:18][CH:17]=[CH:16][CH:15]=1.ClCCl. Given the product [Br:10][CH2:7][CH2:6][CH2:5][S:4][CH:1]1[CH2:3][CH2:2]1.[CH:30]1[CH:31]=[CH:32][C:27]([P:20]([C:14]2[CH:15]=[CH:16][CH:17]=[CH:18][CH:19]=2)([C:21]2[CH:26]=[CH:25][CH:24]=[CH:23][CH:22]=2)=[O:8])=[CH:28][CH:29]=1, predict the reactants needed to synthesize it. (3) Given the product [Si:41]([O:36][C@H:14]([C:11]1[CH:12]=[N:13][C:8]([N:3]2[C:4]([CH3:7])=[CH:5][CH:6]=[C:2]2[CH3:1])=[CH:9][CH:10]=1)[CH2:15][N:16]([CH2:24][C@H:25]1[CH2:34][CH2:33][C:32]2[C:27](=[CH:28][CH:29]=[C:30]([I:35])[CH:31]=2)[O:26]1)[C:17](=[O:23])[O:18][C:19]([CH3:22])([CH3:21])[CH3:20])([C:38]([CH3:40])([CH3:39])[CH3:37])([CH3:43])[CH3:42], predict the reactants needed to synthesize it. The reactants are: [CH3:1][C:2]1[N:3]([C:8]2[N:13]=[CH:12][C:11]([C@@H:14]([OH:36])[CH2:15][N:16]([CH2:24][C@H:25]3[CH2:34][CH2:33][C:32]4[C:27](=[CH:28][CH:29]=[C:30]([I:35])[CH:31]=4)[O:26]3)[C:17](=[O:23])[O:18][C:19]([CH3:22])([CH3:21])[CH3:20])=[CH:10][CH:9]=2)[C:4]([CH3:7])=[CH:5][CH:6]=1.[CH3:37][C:38]([Si:41](Cl)([CH3:43])[CH3:42])([CH3:40])[CH3:39].N1C=CN=C1.C([O-])(O)=O.[Na+]. (4) Given the product [Br:22][C:19]1[CH:18]=[CH:17][C:16]([C:15]([C:23]2[CH:24]=[CH:25][C:26]([Br:29])=[CH:27][CH:28]=2)=[CH:14][CH2:13][S:12][C:9]2[CH:10]=[CH:11][C:6]([O:5][CH2:4][C:3]([OH:31])=[O:2])=[C:7]([Cl:30])[CH:8]=2)=[CH:21][CH:20]=1, predict the reactants needed to synthesize it. The reactants are: C[O:2][C:3](=[O:31])[CH2:4][O:5][C:6]1[CH:11]=[CH:10][C:9]([S:12][CH2:13][CH:14]=[C:15]([C:23]2[CH:28]=[CH:27][C:26]([Br:29])=[CH:25][CH:24]=2)[C:16]2[CH:21]=[CH:20][C:19]([Br:22])=[CH:18][CH:17]=2)=[CH:8][C:7]=1[Cl:30].[OH-].[Na+].Cl. (5) Given the product [OH:2][CH:3]1[CH:10]2[CH2:11][C:6]3([C:13]([NH:15][C@H:16]4[CH2:21][CH2:20][CH2:19][N:18]([C:23]5[CH:28]=[CH:27][CH:26]=[CH:25][CH:24]=5)[CH2:17]4)=[O:14])[CH2:7][CH:8]([CH2:12][CH:4]1[CH2:5]3)[CH2:9]2, predict the reactants needed to synthesize it. The reactants are: Cl.[OH:2][CH:3]1[CH:10]2[CH2:11][C:6]3([C:13]([NH:15][C@H:16]4[CH2:21][CH2:20][CH2:19][NH:18][CH2:17]4)=[O:14])[CH2:7][CH:8]([CH2:12][CH:4]1[CH2:5]3)[CH2:9]2.Br[C:23]1[CH:28]=[CH:27][CH:26]=[CH:25][CH:24]=1.CC(C)([O-])C.[Na+].CS(C)=O.C(O)(C(F)(F)F)=O. (6) Given the product [O:23]=[CH:2][CH2:1][C:4]1[CH:13]=[CH:12][CH:11]=[C:10]2[C:5]=1[CH:6]=[CH:7][C:8]1[N:9]2[CH:14]=[N:15][C:16]=1[C:17]([O:19][CH2:20][CH3:21])=[O:18], predict the reactants needed to synthesize it. The reactants are: [CH2:1]([C:4]1[CH:13]=[CH:12][CH:11]=[C:10]2[C:5]=1[CH:6]=[CH:7][C:8]1[N:9]2[CH:14]=[N:15][C:16]=1[C:17]([O:19][CH2:20][CH3:21])=[O:18])[CH:2]=C.I([O-])(=O)(=O)=[O:23].[Na+]. (7) Given the product [CH2:38]([O:37][C:36](=[O:42])[NH:35][C:33]1[CH:32]=[CH:31][CH:30]=[C:29]([CH2:28][O:27][N:26]=[C:19]([C:18]2[N:17]([CH3:16])[N:52]=[N:51][N:50]=2)[C:20]2[CH:21]=[CH:22][CH:23]=[CH:24][CH:25]=2)[N:34]=1)[CH2:41][C:48]#[CH:49], predict the reactants needed to synthesize it. The reactants are: FC(F)(F)S(OS(C(F)(F)F)(=O)=O)(=O)=O.[CH3:16][NH:17][C:18](=O)[C:19](=[N:26][O:27][CH2:28][C:29]1[N:34]=[C:33]([NH:35][C:36](=[O:42])[O:37][C:38]([CH3:41])(C)C)[CH:32]=[CH:31][CH:30]=1)[C:20]1[CH:25]=[CH:24][CH:23]=[CH:22][CH:21]=1.N1[CH:49]=[CH:48]C=CC=1.[N-:50]=[N+:51]=[N-:52].[Na+].